From a dataset of Full USPTO retrosynthesis dataset with 1.9M reactions from patents (1976-2016). Predict the reactants needed to synthesize the given product. Given the product [CH:14]([C:9]1[CH:10]=[CH:11][CH:12]=[CH:13][C:8]=1[N:1]1[CH2:6][CH2:5][NH:4][CH2:3][CH2:2]1)([CH3:16])[CH3:15], predict the reactants needed to synthesize it. The reactants are: [NH:1]1[CH2:6][CH2:5][NH:4][CH2:3][CH2:2]1.Br[C:8]1[CH:13]=[CH:12][CH:11]=[CH:10][C:9]=1[CH:14]([CH3:16])[CH3:15].